From a dataset of Catalyst prediction with 721,799 reactions and 888 catalyst types from USPTO. Predict which catalyst facilitates the given reaction. (1) Product: [C:8]([C:3]1[CH:4]=[CH:5][CH:6]=[CH:7][C:2]=1[NH:1][C:14](=[O:15])[CH2:13][C:12]([O:18][CH2:19][C:20]1[CH:21]=[CH:22][CH:23]=[CH:24][CH:25]=1)=[O:17])(=[O:11])[CH2:9][CH3:10]. Reactant: [NH2:1][C:2]1[CH:7]=[CH:6][CH:5]=[CH:4][C:3]=1[C:8](=[O:11])[CH2:9][CH3:10].[C:12]([O:18][CH2:19][C:20]1[CH:25]=[CH:24][CH:23]=[CH:22][CH:21]=1)(=[O:17])[CH2:13][C:14]([O-])=[O:15].CCN=C=NCCCN(C)C.Cl.C1C=CC2N(O)N=NC=2C=1. The catalyst class is: 90. (2) Reactant: [C:1]1([C:7]2[C:15]3[C:10](=[CH:11][C:12]([C:16]([OH:18])=[O:17])=[CH:13][CH:14]=3)[NH:9][CH:8]=2)[CH2:6][CH2:5][CH2:4][CH2:3][CH:2]=1.CO. Product: [CH:1]1([C:7]2[C:15]3[C:10](=[CH:11][C:12]([C:16]([OH:18])=[O:17])=[CH:13][CH:14]=3)[NH:9][CH:8]=2)[CH2:2][CH2:3][CH2:4][CH2:5][CH2:6]1. The catalyst class is: 1.